This data is from Forward reaction prediction with 1.9M reactions from USPTO patents (1976-2016). The task is: Predict the product of the given reaction. (1) The product is: [Cl:12][C:8]1[CH:7]=[C:6]2[C:11]([C:2]([C:17]3[CH:18]=[C:19]([CH3:20])[C:14]([F:13])=[C:15]([CH3:30])[CH:16]=3)=[N:3][CH:4]=[N:5]2)=[CH:10][CH:9]=1. Given the reactants Cl[C:2]1[C:11]2[C:6](=[CH:7][C:8]([Cl:12])=[CH:9][CH:10]=2)[N:5]=[CH:4][N:3]=1.[F:13][C:14]1[C:19]([CH3:20])=[CH:18][C:17](B2OC(C)(C)C(C)(C)O2)=[CH:16][C:15]=1[CH3:30].C(=O)([O-])[O-].[Na+].[Na+].C(COC)OC, predict the reaction product. (2) Given the reactants [CH3:1][O:2][C:3]1[C:8]2[CH2:9][CH2:10][CH:11]([NH:14][CH2:15][CH2:16][O:17][CH3:18])[CH2:12][CH2:13][C:7]=2[CH:6]=[CH:5][C:4]=1[NH2:19].Cl[C:21]1[N:26]=[C:25]([NH:27][C@@H:28]2[C@@H:33]3[CH2:34][C@@H:30]([CH:31]=[CH:32]3)[C@@H:29]2[C:35]([NH2:37])=[O:36])[C:24]([Cl:38])=[CH:23][N:22]=1.Cl.O1CCOCC1.C(=O)(O)[O-].[Na+], predict the reaction product. The product is: [Cl:38][C:24]1[C:25]([NH:27][C@@H:28]2[C@@H:33]3[CH2:34][C@@H:30]([CH:31]=[CH:32]3)[C@@H:29]2[C:35]([NH2:37])=[O:36])=[N:26][C:21]([NH:19][C:4]2[CH:5]=[CH:6][C:7]3[CH2:13][CH2:12][CH:11]([NH:14][CH2:15][CH2:16][O:17][CH3:18])[CH2:10][CH2:9][C:8]=3[C:3]=2[O:2][CH3:1])=[N:22][CH:23]=1.